Dataset: Catalyst prediction with 721,799 reactions and 888 catalyst types from USPTO. Task: Predict which catalyst facilitates the given reaction. (1) Reactant: [F:1][C:2]([F:21])([F:20])[CH2:3][NH:4][C:5]([C@@H:7]1[NH:12][CH2:11][CH2:10][N:9]([C:13]([O:15][C:16]([CH3:19])([CH3:18])[CH3:17])=[O:14])[CH2:8]1)=[O:6].[Cl:22][C:23]1[CH:28]=[N:27][CH:26]=[C:25](Cl)[N:24]=1.C(N(CC)CC)C. Product: [Cl:22][C:23]1[N:24]=[C:25]([N:12]2[CH2:11][CH2:10][N:9]([C:13]([O:15][C:16]([CH3:18])([CH3:17])[CH3:19])=[O:14])[CH2:8][C@@H:7]2[C:5](=[O:6])[NH:4][CH2:3][C:2]([F:1])([F:20])[F:21])[CH:26]=[N:27][CH:28]=1. The catalyst class is: 3. (2) Reactant: [O:1]1[CH2:5][CH:4]([OH:6])[CH:3]2[O:7][CH2:8][CH:9]([OH:10])[CH:2]12.N1C=CC=CC=1.[CH3:17][C:18]1[CH:23]=[CH:22][C:21]([S:24](Cl)(=[O:26])=[O:25])=[CH:20][CH:19]=1. Product: [CH3:17][C:18]1[CH:23]=[CH:22][C:21]([S:24]([O:6][CH:4]2[CH2:5][O:1][CH:2]3[CH:9]([OH:10])[CH2:8][O:7][CH:3]23)(=[O:26])=[O:25])=[CH:20][CH:19]=1. The catalyst class is: 4. (3) Reactant: [NH4+:1].[C:2]([O-:10])(=O)[C:3]1[CH:8]=[CH:7][CH:6]=[N:5][CH:4]=1. Product: [C:2]([NH2:1])(=[O:10])[C:3]1[CH:8]=[CH:7][CH:6]=[N:5][CH:4]=1. The catalyst class is: 292. (4) Reactant: Cl[C:2]1[C:7]([CH:8]=O)=[CH:6][N:5]=[C:4]2[NH:10][CH:11]=[CH:12][C:3]=12.Cl.[CH2:14]([N:21]1[CH2:26][CH2:25][CH2:24][CH:23]([NH:27][NH2:28])[CH2:22]1)[C:15]1[CH:20]=[CH:19][CH:18]=[CH:17][CH:16]=1. Product: [CH2:14]([N:21]1[CH2:26][CH2:25][CH2:24][CH:23]([N:27]2[C:2]3=[C:3]4[CH:12]=[CH:11][NH:10][C:4]4=[N:5][CH:6]=[C:7]3[CH:8]=[N:28]2)[CH2:22]1)[C:15]1[CH:16]=[CH:17][CH:18]=[CH:19][CH:20]=1. The catalyst class is: 114.